From a dataset of M1 muscarinic receptor agonist screen with 61,833 compounds. Binary Classification. Given a drug SMILES string, predict its activity (active/inactive) in a high-throughput screening assay against a specified biological target. (1) The drug is P(=O)(COC(C)C)(c1ccccc1)c1ccccc1. The result is 0 (inactive). (2) The compound is O1CCN(c2n(CC(O)COc3cc4c(cc3)cccc4)c3c(n2)n(c(=O)[nH]c3=O)C)CC1. The result is 0 (inactive). (3) The drug is O=C1NC(=O)NC1(CC(C)C)C. The result is 0 (inactive). (4) The molecule is OC(=O)C(c1c2c(n(c1)CCC)cccc2)CC(O)=O. The result is 0 (inactive). (5) The compound is OC(Cn1c=2n(CCCN2)c2c1cccc2)c1cc2OCOc2cc1. The result is 0 (inactive). (6) The drug is Clc1ccc(n2ncc3c(NCCCC)ncnc23)cc1. The result is 0 (inactive). (7) The drug is O=C1C2(C(C(CC2)(C1)C(=O)NCc1cc2OCOc2cc1)(C)C)C. The result is 0 (inactive). (8) The molecule is OC(c1ccc(C(C)(C)C)cc1)C(=O)c1ccc(N(C)C)cc1. The result is 0 (inactive). (9) The compound is O(c1c(cc(CN2C(CCCC2)c2cccnc2)cc1)C)C. The result is 0 (inactive). (10) The drug is S(=O)(=O)(N1CCCCCC1)c1ccc(NC(=O)CSc2oc(nn2)c2ccc(cc2)C)cc1. The result is 0 (inactive).